Dataset: Catalyst prediction with 721,799 reactions and 888 catalyst types from USPTO. Task: Predict which catalyst facilitates the given reaction. (1) Reactant: [F:1][C:2]([CH3:29])([CH3:28])[CH2:3][N:4]1[CH2:9][CH2:8][CH:7]([CH2:10][O:11][C:12]2[N:13]=[CH:14][C:15]([C:18]3[CH:27]=[CH:26][C:21]([C:22]([O:24]C)=[O:23])=[CH:20][CH:19]=3)=[N:16][CH:17]=2)[CH2:6][CH2:5]1.O[Li].O. Product: [F:1][C:2]([CH3:29])([CH3:28])[CH2:3][N:4]1[CH2:9][CH2:8][CH:7]([CH2:10][O:11][C:12]2[N:13]=[CH:14][C:15]([C:18]3[CH:19]=[CH:20][C:21]([C:22]([OH:24])=[O:23])=[CH:26][CH:27]=3)=[N:16][CH:17]=2)[CH2:6][CH2:5]1. The catalyst class is: 1. (2) Reactant: [CH2:1]([O:5][C:6]1[C:15]2[C:10](=[CH:11][CH:12]=[C:13]([Cl:16])[CH:14]=2)[NH:9][C:8](=[O:17])[CH:7]=1)[CH2:2][CH:3]=[CH2:4]. Product: [Cl:16][C:13]1[CH:12]=[CH:11][C:10]2[NH:9][C:8](=[O:17])[CH:7]3[CH2:4][CH:3]4[CH2:2][CH2:1][O:5][C:6]34[C:15]=2[CH:14]=1. The catalyst class is: 48. (3) Reactant: Br[CH2:2][C:3]([C:5]1[CH:10]=[CH:9][C:8]([C:11]([F:14])([F:13])[F:12])=[CH:7][CH:6]=1)=O.[C:15](=[S:18])([S-:17])[NH2:16].[NH4+]. Product: [F:12][C:11]([F:14])([F:13])[C:8]1[CH:9]=[CH:10][C:5]([C:3]2[N:16]=[C:15]([SH:18])[S:17][CH:2]=2)=[CH:6][CH:7]=1. The catalyst class is: 21. (4) Reactant: [Cl:1][C:2]1[C:7]([C:8]#[N:9])=[CH:6][N:5]=[C:4]2[S:10][C:11]([C:13]3[CH:18]=[CH:17][CH:16]=[CH:15][CH:14]=3)=[CH:12][C:3]=12.[NH2:19][C:20]1[CH:28]=[C:27]2[C:23]([CH:24]=[CH:25][NH:26]2)=[CH:22][CH:21]=1. Product: [ClH:1].[NH:26]1[C:27]2[C:23](=[CH:22][CH:21]=[C:20]([NH:19][C:2]3[C:7]([C:8]#[N:9])=[CH:6][N:5]=[C:4]4[S:10][C:11]([C:13]5[CH:18]=[CH:17][CH:16]=[CH:15][CH:14]=5)=[CH:12][C:3]=34)[CH:28]=2)[CH:24]=[CH:25]1. The catalyst class is: 8. (5) Reactant: [CH2:1]([O:3][C:4]([NH:6][CH2:7][C:8]1([CH2:14][C:15]([O:17][C:18]2[CH:23]=[CH:22][CH:21]=[C:20]([C@@:24]3([OH:34])[CH2:29][CH2:28][CH2:27][CH2:26][C@@H:25]3[CH2:30][N:31]([CH3:33])[CH3:32])[CH:19]=2)=[O:16])[CH2:13][CH2:12][CH2:11][CH2:10][CH2:9]1)=[O:5])[CH3:2].[C:35]([OH:44])(=[O:43])[C:36]1[C:37](=[CH:39][CH:40]=[CH:41][CH:42]=1)[OH:38]. Product: [C:35]([OH:44])(=[O:43])[C:36]1[C:37](=[CH:39][CH:40]=[CH:41][CH:42]=1)[OH:38].[CH2:1]([O:3][C:4]([NH:6][CH2:7][C:8]1([CH2:14][C:15]([O:17][C:18]2[CH:23]=[CH:22][CH:21]=[C:20]([C@@:24]3([OH:34])[CH2:29][CH2:28][CH2:27][CH2:26][C@@H:25]3[CH2:30][N:31]([CH3:32])[CH3:33])[CH:19]=2)=[O:16])[CH2:9][CH2:10][CH2:11][CH2:12][CH2:13]1)=[O:5])[CH3:2]. The catalyst class is: 21. (6) Reactant: [Br:1][C:2]1[C:11]2[O:10][CH:9]([C:12]3[CH:17]=[CH:16][CH:15]=[CH:14][CH:13]=3)[C:8](=[O:18])[N:7]([CH2:19][CH2:20][CH:21]=[O:22])[C:6]=2[CH:5]=[CH:4][CH:3]=1.CC(=CC)C.P([O-])(O)(O)=[O:29].[Na+].Cl([O-])=O.[Na+]. Product: [Br:1][C:2]1[C:11]2[O:10][CH:9]([C:12]3[CH:17]=[CH:16][CH:15]=[CH:14][CH:13]=3)[C:8](=[O:18])[N:7]([CH2:19][CH2:20][C:21]([OH:29])=[O:22])[C:6]=2[CH:5]=[CH:4][CH:3]=1. The catalyst class is: 371. (7) Reactant: [CH3:1][O:2][C:3]([C:5]1[C:9]2[N:10]=[CH:11][N:12]([CH2:15][O:16][CH2:17][CH2:18][Si:19]([CH3:22])([CH3:21])[CH3:20])[C:13](=[O:14])[C:8]=2[N:7]([CH2:23][O:24][CH2:25][CH2:26][Si:27]([CH3:30])([CH3:29])[CH3:28])[CH:6]=1)=[O:4].[Cl:31]N1C(=O)CCC1=O. Product: [CH3:1][O:2][C:3]([C:5]1[C:9]2[N:10]=[CH:11][N:12]([CH2:15][O:16][CH2:17][CH2:18][Si:19]([CH3:20])([CH3:21])[CH3:22])[C:13](=[O:14])[C:8]=2[N:7]([CH2:23][O:24][CH2:25][CH2:26][Si:27]([CH3:29])([CH3:28])[CH3:30])[C:6]=1[Cl:31])=[O:4]. The catalyst class is: 3. (8) The catalyst class is: 5. Product: [Cl:1][C:2]1[CH:7]=[CH:6][C:5]([N:8]2[CH2:12][CH2:11][CH:10]([CH2:13][N:24]3[CH2:25][CH2:26][N:21]([CH2:20][CH2:19][O:18][CH3:17])[CH2:22][CH2:23]3)[C:9]2=[O:16])=[CH:4][CH:3]=1. Reactant: [Cl:1][C:2]1[CH:7]=[CH:6][C:5]([N:8]2[CH2:12][CH2:11][CH:10]([C:13](O)=O)[C:9]2=[O:16])=[CH:4][CH:3]=1.[CH3:17][O:18][CH2:19][CH2:20][N:21]1[CH2:26][CH2:25][NH:24][CH2:23][CH2:22]1.C=O.